From a dataset of Peptide-MHC class II binding affinity with 134,281 pairs from IEDB. Regression. Given a peptide amino acid sequence and an MHC pseudo amino acid sequence, predict their binding affinity value. This is MHC class II binding data. (1) The peptide sequence is AATAAAAAAVDRGDP. The MHC is DRB1_1501 with pseudo-sequence DRB1_1501. The binding affinity (normalized) is 0. (2) The peptide sequence is YLGLEVLTRARAALT. The MHC is HLA-DPA10201-DPB10501 with pseudo-sequence HLA-DPA10201-DPB10501. The binding affinity (normalized) is 0.527. (3) The peptide sequence is INKGILVTVNPIAST. The MHC is DRB3_0101 with pseudo-sequence DRB3_0101. The binding affinity (normalized) is 0.320. (4) The peptide sequence is LTFLTSLLILVQSTQ. The MHC is DRB1_0101 with pseudo-sequence DRB1_0101. The binding affinity (normalized) is 0.637. (5) The peptide sequence is MLVLTHGLASVVVHT. The MHC is DRB1_0301 with pseudo-sequence DRB1_0301. The binding affinity (normalized) is 0.128. (6) The peptide sequence is RELQIVDKIDAAFKI. The MHC is DRB1_1101 with pseudo-sequence DRB1_1101. The binding affinity (normalized) is 0.549. (7) The peptide sequence is QPFPKTVWEQILNTW. The MHC is HLA-DQA10501-DQB10301 with pseudo-sequence HLA-DQA10501-DQB10301. The binding affinity (normalized) is 0.0800.